This data is from Full USPTO retrosynthesis dataset with 1.9M reactions from patents (1976-2016). The task is: Predict the reactants needed to synthesize the given product. (1) Given the product [Br:1][C:2]1[CH:3]=[CH:4][C:5]([C:8]([N:14]2[CH2:15][CH2:16][N:11]([CH2:17][CH2:18][OH:19])[CH2:12][CH2:13]2)=[O:10])=[N:6][CH:7]=1, predict the reactants needed to synthesize it. The reactants are: [Br:1][C:2]1[CH:3]=[CH:4][C:5]([C:8]([OH:10])=O)=[N:6][CH:7]=1.[N:11]1([CH2:17][CH2:18][OH:19])[CH2:16][CH2:15][NH:14][CH2:13][CH2:12]1. (2) Given the product [CH2:33]([O:8][C:5]1[CH:6]=[CH:7][C:2]([Cl:1])=[C:3]([CH2:9][N:10]2[CH:14]=[CH:13][C:12]([NH:15][C:16](=[O:25])[C:17]3[C:18]([F:24])=[CH:19][CH:20]=[CH:21][C:22]=3[F:23])=[N:11]2)[CH:4]=1)[CH2:34][CH2:35][CH3:36], predict the reactants needed to synthesize it. The reactants are: [Cl:1][C:2]1[CH:7]=[CH:6][C:5]([OH:8])=[CH:4][C:3]=1[CH2:9][N:10]1[CH:14]=[CH:13][C:12]([NH:15][C:16](=[O:25])[C:17]2[C:22]([F:23])=[CH:21][CH:20]=[CH:19][C:18]=2[F:24])=[N:11]1.CC(C)([O-])C.[K+].Br[CH2:33][CH2:34][CH2:35][CH3:36]. (3) Given the product [F:19][C:16]1[CH:17]=[CH:18][C:13]([C:10]2[C:11]3[C:6](=[N:5][N:4]([CH2:3][CH2:2][NH:1][C:37]([NH:36][CH:33]([CH3:35])[CH3:34])=[O:38])[CH:12]=3)[N:7]=[C:8]([C:26]3[CH:27]=[CH:28][C:29]([F:32])=[CH:30][CH:31]=3)[C:9]=2[C:20]2[CH:25]=[CH:24][N:23]=[CH:22][CH:21]=2)=[CH:14][CH:15]=1, predict the reactants needed to synthesize it. The reactants are: [NH2:1][CH2:2][CH2:3][N:4]1[CH:12]=[C:11]2[C:6]([N:7]=[C:8]([C:26]3[CH:31]=[CH:30][C:29]([F:32])=[CH:28][CH:27]=3)[C:9]([C:20]3[CH:25]=[CH:24][N:23]=[CH:22][CH:21]=3)=[C:10]2[C:13]2[CH:18]=[CH:17][C:16]([F:19])=[CH:15][CH:14]=2)=[N:5]1.[CH:33]([N:36]=[C:37]=[O:38])([CH3:35])[CH3:34]. (4) Given the product [CH2:24]([N:3]([CH2:1][CH3:2])[C:4]([CH:6]1[C:18]2[C:17]3[C:12](=[CH:13][CH:14]=[CH:15][CH:16]=3)[N:11]([CH2:30][CH2:31][F:32])[C:10]=2[C:9]2[CH:19]=[CH:20][C:21]([F:23])=[CH:22][C:8]=2[S:7]1)=[O:5])[CH3:25], predict the reactants needed to synthesize it. The reactants are: [CH2:1]([N:3]([CH2:24][CH3:25])[C:4]([CH:6]1[C:18]2[C:17]3[C:12](=[CH:13][CH:14]=[CH:15][CH:16]=3)[NH:11][C:10]=2[C:9]2[CH:19]=[CH:20][C:21]([F:23])=[CH:22][C:8]=2[S:7]1)=[O:5])[CH3:2].S(C1C=CC(C)=CC=1)(O[CH2:30][CH2:31][F:32])(=O)=O.[H-].[Na+]. (5) Given the product [CH2:1]([O:4][C:5](=[O:27])[CH2:6][O:7][C:8]1[CH:13]=[CH:12][C:11]([NH:14][C:34](=[O:36])[CH3:35])=[CH:10][C:9]=1[C:15](=[O:26])[NH:16][CH2:17][C:18]1[CH:23]=[CH:22][C:21]([Br:24])=[CH:20][C:19]=1[F:25])[CH:2]=[CH2:3], predict the reactants needed to synthesize it. The reactants are: [CH2:1]([O:4][C:5](=[O:27])[CH2:6][O:7][C:8]1[CH:13]=[CH:12][C:11]([NH2:14])=[CH:10][C:9]=1[C:15](=[O:26])[NH:16][CH2:17][C:18]1[CH:23]=[CH:22][C:21]([Br:24])=[CH:20][C:19]=1[F:25])[CH:2]=[CH2:3].N1C=CC=CC=1.[C:34](OC(=O)C)(=[O:36])[CH3:35].C(OCC)(=O)C. (6) Given the product [CH3:19][O:18][C:15]1[CH:16]=[C:17]2[C:12]([CH:11]=[CH:10][CH:9]=[C:8]2[CH:7]=[CH2:6])=[CH:13][CH:14]=1, predict the reactants needed to synthesize it. The reactants are: CS(O[CH2:6][CH2:7][C:8]1[C:17]2[C:12](=[CH:13][CH:14]=[C:15]([O:18][CH3:19])[CH:16]=2)[CH:11]=[CH:10][CH:9]=1)(=O)=O.[K].CCSC(N(CC(C)C)CC(C)C)=O. (7) Given the product [CH3:1][O:2][C:3](=[O:30])[CH2:4][CH:5]([N:19]1[CH2:27][C:26]2[C:21](=[C:22]([NH:28][C:34]([CH:31]3[CH2:33][CH2:32]3)=[O:35])[CH:23]=[CH:24][CH:25]=2)[C:20]1=[O:29])[C:6]1[CH:11]=[CH:10][C:9]([O:12][CH:13]([F:15])[F:14])=[C:8]([O:16][CH2:17][CH3:18])[CH:7]=1, predict the reactants needed to synthesize it. The reactants are: [CH3:1][O:2][C:3](=[O:30])[CH2:4][CH:5]([N:19]1[CH2:27][C:26]2[C:21](=[C:22]([NH2:28])[CH:23]=[CH:24][CH:25]=2)[C:20]1=[O:29])[C:6]1[CH:11]=[CH:10][C:9]([O:12][CH:13]([F:15])[F:14])=[C:8]([O:16][CH2:17][CH3:18])[CH:7]=1.[C:31]1([C:34](Cl)=[O:35])[CH2:33][CH:32]=1.